From a dataset of Full USPTO retrosynthesis dataset with 1.9M reactions from patents (1976-2016). Predict the reactants needed to synthesize the given product. (1) Given the product [Cl:32][C:33]1[S:37][C:36]([CH2:38][O:39][C:40]2[CH:45]=[CH:44][C:43]([CH2:46][CH2:47][C:48]([OH:50])=[O:49])=[C:42]([F:53])[C:41]=2[F:54])=[C:35]([C:55]2[CH:56]=[CH:57][C:58]([Cl:61])=[CH:59][CH:60]=2)[CH:34]=1, predict the reactants needed to synthesize it. The reactants are: ClC1SC(CO)=C(C2C=CC(Cl)=CC=2)C=1.OC1C=CC(CCC(OCC)=O)=C(F)C=1F.[Cl:32][C:33]1[S:37][C:36]([CH2:38][O:39][C:40]2[CH:45]=[CH:44][C:43]([CH2:46][CH2:47][C:48]([O:50]CC)=[O:49])=[C:42]([F:53])[C:41]=2[F:54])=[C:35]([C:55]2[CH:60]=[CH:59][C:58]([Cl:61])=[CH:57][CH:56]=2)[CH:34]=1. (2) The reactants are: [NH2:1][C:2]1[C:11]2[C:6](=[CH:7][CH:8]=[CH:9][C:10]=2[O:12][CH2:13][C@@H:14]2[CH2:18][CH2:17][CH2:16][NH:15]2)[N:5]=[C:4]([CH3:19])[C:3]=1[C:20]([O:22][CH2:23][CH3:24])=[O:21].[CH:25]1([C:31](O)=[O:32])[CH2:30][CH2:29][CH2:28][CH2:27][CH2:26]1. Given the product [NH2:1][C:2]1[C:11]2[C:6](=[CH:7][CH:8]=[CH:9][C:10]=2[O:12][CH2:13][C@@H:14]2[CH2:18][CH2:17][CH2:16][N:15]2[C:31]([CH:25]2[CH2:30][CH2:29][CH2:28][CH2:27][CH2:26]2)=[O:32])[N:5]=[C:4]([CH3:19])[C:3]=1[C:20]([O:22][CH2:23][CH3:24])=[O:21], predict the reactants needed to synthesize it. (3) Given the product [Cl:13][C:4]1[CH:3]=[C:2]([C:17]2[O:16][C:15]([CH3:14])=[N:19][CH:18]=2)[CH:7]=[CH:6][C:5]=1[CH2:8][C:9]([O:11][CH3:12])=[O:10], predict the reactants needed to synthesize it. The reactants are: Br[C:2]1[CH:7]=[CH:6][C:5]([CH2:8][C:9]([O:11][CH3:12])=[O:10])=[C:4]([Cl:13])[CH:3]=1.[CH3:14][C:15]1[O:16][CH:17]=[CH:18][N:19]=1.C(O[K])(C)=O.O. (4) Given the product [F:20][C:16]1[CH:15]=[C:14]([CH:19]=[CH:18][CH:17]=1)[CH2:13][CH2:12][NH:8][CH2:9][CH2:10][OH:11], predict the reactants needed to synthesize it. The reactants are: C([N:8]([CH2:12][CH2:13][C:14]1[CH:19]=[CH:18][CH:17]=[C:16]([F:20])[CH:15]=1)[CH2:9][CH2:10][OH:11])C1C=CC=CC=1. (5) The reactants are: [Cl:1][C:2]1[CH:7]=[CH:6][CH:5]=[CH:4][C:3]=1[N:8]1[C:12]([C:13]2[CH:18]=[CH:17][C:16]([Cl:19])=[CH:15][CH:14]=2)=[C:11]([OH:20])[C:10]([C:21]([O:23][CH2:24][CH3:25])=[O:22])=[N:9]1.CC([O-])(C)C.[K+].Br[CH2:33][CH2:34][CH2:35][C:36]([O:38][C:39]([CH3:42])([CH3:41])[CH3:40])=[O:37].[NH4+].[Cl-]. Given the product [CH2:24]([O:23][C:21]([C:10]1[C:11]([O:20][CH2:33][CH2:34][CH2:35][C:36]([O:38][C:39]([CH3:42])([CH3:41])[CH3:40])=[O:37])=[C:12]([C:13]2[CH:18]=[CH:17][C:16]([Cl:19])=[CH:15][CH:14]=2)[N:8]([C:3]2[CH:4]=[CH:5][CH:6]=[CH:7][C:2]=2[Cl:1])[N:9]=1)=[O:22])[CH3:25], predict the reactants needed to synthesize it. (6) Given the product [Cl:1][C:2]1[CH:7]=[CH:6][C:5]([CH2:8][NH:9][C:15]2[C:16]3[CH:24]=[CH:23][CH:22]=[C:21]([C:25]([NH2:27])=[O:26])[C:17]=3[N:18]=[N:19][N:20]=2)=[CH:4][C:3]=1[C:10]([F:11])([F:12])[F:13], predict the reactants needed to synthesize it. The reactants are: [Cl:1][C:2]1[CH:7]=[CH:6][C:5]([CH2:8][NH2:9])=[CH:4][C:3]=1[C:10]([F:13])([F:12])[F:11].O[C:15]1[C:16]2[CH:24]=[CH:23][CH:22]=[C:21]([C:25]([NH2:27])=[O:26])[C:17]=2[N:18]=[N:19][N:20]=1. (7) Given the product [C:43]([O:47][C:24](=[O:33])[NH:21][C:11]1[S:10][C:9]2[CH:15]=[CH:16][CH:17]=[CH:18][C:8]=2[C:7]=1[C:1]1[CH:2]=[CH:3][CH:4]=[CH:5][CH:6]=1)([CH3:46])([CH3:45])[CH3:44], predict the reactants needed to synthesize it. The reactants are: [C:1]1([C:7]2[C:8]3[CH:18]=[CH:17][CH:16]=[CH:15][C:9]=3[S:10][C:11]=2C(O)=O)[CH:6]=[CH:5][CH:4]=[CH:3][CH:2]=1.CC[N:21]([CH2:24]C)CC.C1(P(N=[N+]=[N-])(C2C=CC=CC=2)=[O:33])C=CC=CC=1.[C:43]([OH:47])([CH3:46])([CH3:45])[CH3:44]. (8) Given the product [CH3:14][O:13][C:11](=[O:12])[C:10]1[CH:15]=[C:6]([F:17])[CH:7]=[CH:8][C:9]=1[Cl:16], predict the reactants needed to synthesize it. The reactants are: N([O-])=O.[Na+].N[C:6]1[CH:7]=[CH:8][C:9]([Cl:16])=[C:10]([CH:15]=1)[C:11]([O:13][CH3:14])=[O:12].[F:17][B-](F)(F)F.[H+]. (9) Given the product [CH3:1][CH:2]([CH3:27])[CH2:3][NH:4][C:5]1[C:6]2[N:7]([C:15]([C:18]3[CH:26]=[CH:25][C:21]([C:22]([NH:33][C:30]4[CH:31]=[CH:32][NH:28][N:29]=4)=[O:23])=[CH:20][CH:19]=3)=[CH:16][N:17]=2)[C:8]2[C:13]([N:14]=1)=[CH:12][CH:11]=[CH:10][CH:9]=2, predict the reactants needed to synthesize it. The reactants are: [CH3:1][CH:2]([CH3:27])[CH2:3][NH:4][C:5]1[C:6]2[N:7]([C:15]([C:18]3[CH:26]=[CH:25][C:21]([C:22](O)=[O:23])=[CH:20][CH:19]=3)=[CH:16][N:17]=2)[C:8]2[C:13]([N:14]=1)=[CH:12][CH:11]=[CH:10][CH:9]=2.[NH:28]1[CH:32]=[CH:31][C:30]([NH2:33])=[N:29]1.CN(C(ON1N=NC2C=CC=NC1=2)=[N+](C)C)C.F[P-](F)(F)(F)(F)F.CN1CCOCC1. (10) Given the product [CH3:1][O:2][C:3]1[CH:4]=[C:5]([CH:9]=[C:10]([N+:14]([O-:16])=[O:15])[C:11]=1[O:12][CH3:13])[C:6]([Cl:20])=[O:7], predict the reactants needed to synthesize it. The reactants are: [CH3:1][O:2][C:3]1[CH:4]=[C:5]([CH:9]=[C:10]([N+:14]([O-:16])=[O:15])[C:11]=1[O:12][CH3:13])[C:6](O)=[O:7].C(Cl)(=O)C([Cl:20])=O.